From a dataset of Catalyst prediction with 721,799 reactions and 888 catalyst types from USPTO. Predict which catalyst facilitates the given reaction. (1) Reactant: [Cl:1][C:2]1[C:3]2[O:10][C:9]([C:11]([OH:13])=O)=[CH:8][C:4]=2[CH:5]=[N:6][CH:7]=1.S(Cl)([Cl:16])=O.C(=O)([O-])[O-].[Na+].[Na+]. Product: [Cl:1][C:2]1[C:3]2[O:10][C:9]([C:11]([Cl:16])=[O:13])=[CH:8][C:4]=2[CH:5]=[N:6][CH:7]=1. The catalyst class is: 4. (2) Reactant: Br[CH2:2][C:3]1[CH:8]=[C:7]([O:9][CH3:10])[CH:6]=[CH:5][C:4]=1[N:11]([CH3:16])[S:12]([CH3:15])(=[O:14])=[O:13].[H-].[Na+]. Product: [CH3:10][O:9][C:7]1[CH:6]=[CH:5][C:4]2[N:11]([CH3:16])[S:12](=[O:14])(=[O:13])[CH2:15][CH2:2][C:3]=2[CH:8]=1. The catalyst class is: 3. (3) Reactant: [CH3:1][O:2][C:3]1[CH:8]=[CH:7][C:6]([CH:9]([C:29]2[CH:34]=[CH:33][C:32]([O:35][CH3:36])=[CH:31][CH:30]=2)[N:10]2[C:14]3[C:15]4[C:20]([CH2:21][C:13]=3[C:12]([C:24]3[CH:28]=[CH:27][S:26][CH:25]=3)=[N:11]2)=[CH:19][C:18]([CH2:22][NH2:23])=[CH:17][CH:16]=4)=[CH:5][CH:4]=1.[C:37]([N:44]1[CH:48]=[CH:47][N:46]=[CH:45]1)(N1C=CN=C1)=[O:38].NCCN1C[CH2:56][O:55][CH2:54][CH2:53]1. Product: [CH3:36][O:35][C:32]1[CH:31]=[CH:30][C:29]([CH:9]([C:6]2[CH:5]=[CH:4][C:3]([O:2][CH3:1])=[CH:8][CH:7]=2)[N:10]2[C:14]3[C:15]4[C:20]([CH2:21][C:13]=3[C:12]([C:24]3[CH:28]=[CH:27][S:26][CH:25]=3)=[N:11]2)=[CH:19][C:18]([CH2:22][NH:23][C:37]([NH:44][CH2:48][CH2:47][N:46]2[CH2:45][CH2:56][O:55][CH2:54][CH2:53]2)=[O:38])=[CH:17][CH:16]=4)=[CH:34][CH:33]=1. The catalyst class is: 1. (4) Reactant: [NH:1]1[C:10]2[C:5](=[CH:6][CH:7]=[CH:8][CH:9]=2)[CH2:4][CH2:3][CH2:2]1.Br[CH2:12][CH2:13][CH2:14][CH2:15][CH2:16][CH2:17][CH2:18][CH3:19].C(=O)([O-])[O-].[K+].[K+]. Product: [CH2:12]([N:1]1[C:10]2[C:5](=[CH:6][CH:7]=[CH:8][CH:9]=2)[CH2:4][CH2:3][CH2:2]1)[CH2:13][CH2:14][CH2:15][CH2:16][CH2:17][CH2:18][CH3:19]. The catalyst class is: 9. (5) Reactant: C([O:4][CH2:5][C:6]([C:8]1[CH:9]=[CH:10][C:11]([O:24][CH2:25][C:26]2[CH:31]=[CH:30][CH:29]=[CH:28][CH:27]=2)=[C:12]([CH:23]=1)[C:13]([O:15][CH2:16][C:17]1[CH:22]=[CH:21][CH:20]=[CH:19][CH:18]=1)=[O:14])=[O:7])(=O)C.Cl. Product: [CH2:25]([O:24][C:11]1[CH:10]=[CH:9][C:8]([C:6](=[O:7])[CH2:5][OH:4])=[CH:23][C:12]=1[C:13]([O:15][CH2:16][C:17]1[CH:22]=[CH:21][CH:20]=[CH:19][CH:18]=1)=[O:14])[C:26]1[CH:27]=[CH:28][CH:29]=[CH:30][CH:31]=1. The catalyst class is: 24. (6) Reactant: O[C@@H:2]1[CH2:6][CH2:5][N:4]([C:7]2[CH:12]=[CH:11][CH:10]=[CH:9][CH:8]=2)[C:3]1=[O:13].CCN(C(C)C)C(C)C.S(OS(C(F)(F)F)(=O)=O)(C(F)(F)F)(=O)=O.[Cl:38][C:39]1[CH:40]=[C:41]([C@H:46]2[CH2:50][CH2:49][NH:48][CH2:47]2)[CH:42]=[C:43]([Cl:45])[CH:44]=1. Product: [Cl:38][C:39]1[CH:40]=[C:41]([C@H:46]2[CH2:50][CH2:49][N:48]([C@H:2]3[CH2:6][CH2:5][N:4]([C:7]4[CH:12]=[CH:11][CH:10]=[CH:9][CH:8]=4)[C:3]3=[O:13])[CH2:47]2)[CH:42]=[C:43]([Cl:45])[CH:44]=1. The catalyst class is: 34. (7) Product: [Cl:2][C:3]1[CH:4]=[C:5]2[C:9](=[CH:10][CH:11]=1)[N:8]([S:12]([C:15]1[CH:20]=[CH:19][C:18]([O:21][CH3:22])=[CH:17][C:16]=1[O:23][C:24]([F:25])([F:27])[F:26])(=[O:13])=[O:14])[C:7](=[O:28])[C:6]2([N:29]1[CH2:33][C@H:32]([OH:34])[CH2:31][C@H:30]1[C:35]([N:37]([CH3:38])[CH3:39])=[O:36])[C:40]1[CH:41]=[C:42]([CH2:48][CH2:49][N:50]2[CH2:51][CH2:52][NH:53][CH2:54][CH2:55]2)[CH:43]=[CH:44][C:45]=1[O:46][CH3:47]. The catalyst class is: 25. Reactant: Cl.[Cl:2][C:3]1[CH:4]=[C:5]2[C:9](=[CH:10][CH:11]=1)[N:8]([S:12]([C:15]1[CH:20]=[CH:19][C:18]([O:21][CH3:22])=[CH:17][C:16]=1[O:23][C:24]([F:27])([F:26])[F:25])(=[O:14])=[O:13])[C:7](=[O:28])[C:6]2([C:40]1[CH:41]=[C:42]([CH2:48][CH2:49][N:50]2[CH2:55][CH2:54][N:53](C(OC(C)(C)C)=O)[CH2:52][CH2:51]2)[CH:43]=[CH:44][C:45]=1[O:46][CH3:47])[N:29]1[CH2:33][C@H:32]([OH:34])[CH2:31][C@H:30]1[C:35]([N:37]([CH3:39])[CH3:38])=[O:36].C([O-])(O)=O.[Na+]. (8) Reactant: [Li+].[CH3:2][CH:3]([C:5]1[N:6]=[C:7]([C:10]([O-:12])=O)[S:8][CH:9]=1)[CH3:4].CN(C(ON1N=NC2C=CC=NC1=2)=[N+](C)C)C.F[P-](F)(F)(F)(F)F.[NH2:37][C:38]1[C:43]([CH3:44])=[C:42]([O:45][CH3:46])[CH:41]=[CH:40][C:39]=1[C:47](=[O:49])[CH3:48]. Product: [C:47]([C:39]1[C:38]([NH:37][C:10]([C:7]2[S:8][CH:9]=[C:5]([CH:3]([CH3:2])[CH3:4])[N:6]=2)=[O:12])=[C:43]([CH3:44])[C:42]([O:45][CH3:46])=[CH:41][CH:40]=1)(=[O:49])[CH3:48]. The catalyst class is: 3. (9) The catalyst class is: 149. Reactant: Cl[C:2]1[C:7]([CH3:8])=[CH:6][C:5]([N+:9]([O-:11])=[O:10])=[CH:4][N:3]=1.[C:12]([C:16]1[CH:21]=[CH:20][C:19](B(O)O)=[CH:18][CH:17]=1)([CH3:15])([CH3:14])[CH3:13].O.P([O-])([O-])([O-])=O.[K+].[K+].[K+]. Product: [C:12]([C:16]1[CH:21]=[CH:20][C:19]([C:2]2[C:7]([CH3:8])=[CH:6][C:5]([N+:9]([O-:11])=[O:10])=[CH:4][N:3]=2)=[CH:18][CH:17]=1)([CH3:15])([CH3:14])[CH3:13]. (10) Reactant: [CH3:1][C:2]1[CH2:3][C:4]2[C:9]([CH:10]=1)=[C:8]([CH3:11])[CH:7]=[CH:6][C:5]=2[CH3:12].C[Li].[CH3:15][CH:16]1[S:20][C:19]2=[C:21]([CH2:28][CH2:29]OS(C(F)(F)F)(=O)=O)[C:22]3[S:23][C:24]([CH3:27])=[CH:25][C:26]=3[C:18]2=[CH:17]1. Product: [CH3:1][C:2]1[CH:10]([CH2:29][CH2:28][C:21]2[C:19]3[S:20][C:16]([CH3:15])=[CH:17][C:18]=3[C:26]3[C:22]=2[S:23][CH:24]([CH3:27])[CH:25]=3)[C:9]2[C:4]([CH:3]=1)=[C:5]([CH3:12])[CH:6]=[CH:7][C:8]=2[CH3:11]. The catalyst class is: 1.